The task is: Predict which catalyst facilitates the given reaction.. This data is from Catalyst prediction with 721,799 reactions and 888 catalyst types from USPTO. (1) Reactant: [CH2:1]([N:3]([CH2:28][CH3:29])[C:4]([C:6]1[CH:7]=[CH:8][C:9]2[C:10](=[C:20]3[CH2:26][CH:25]4[NH:27][CH:22]([CH2:23][CH2:24]4)[CH2:21]3)[C:11]3[C:16]([O:17][C:18]=2[CH:19]=1)=[CH:15][CH:14]=[CH:13][CH:12]=3)=[O:5])[CH3:2].C(O[BH-](OC(=O)C)OC(=O)C)(=O)C.[Na+].[O:44]1[CH:48]=[CH:47][C:46]([CH:49]=O)=[CH:45]1. Product: [CH2:28]([N:3]([CH2:1][CH3:2])[C:4]([C:6]1[CH:7]=[CH:8][C:9]2[C:10](=[C:20]3[CH2:26][CH:25]4[N:27]([CH2:49][C:46]5[CH:47]=[CH:48][O:44][CH:45]=5)[CH:22]([CH2:23][CH2:24]4)[CH2:21]3)[C:11]3[C:16]([O:17][C:18]=2[CH:19]=1)=[CH:15][CH:14]=[CH:13][CH:12]=3)=[O:5])[CH3:29]. The catalyst class is: 2. (2) Reactant: Cl[S:2]([C:5]1[CH:13]=[CH:12][CH:11]=[CH:10][C:6]=1[C:7](Cl)=[O:8])(=[O:4])=[O:3].[NH2:14][C:15]1[CH:20]=[CH:19][CH:18]=[CH:17][CH:16]=1. Product: [C:15]1([NH:14][C:7](=[O:8])[C:6]2[CH:10]=[CH:11][CH:12]=[CH:13][C:5]=2[S:2](=[O:4])(=[O:3])[NH:14][C:15]2[CH:20]=[CH:19][CH:18]=[CH:17][CH:16]=2)[CH:20]=[CH:19][CH:18]=[CH:17][CH:16]=1. The catalyst class is: 11. (3) Reactant: [C:1]([C:3]1[CH:35]=[CH:34][C:6]([O:7][C:8]2[C:13]([NH:14][S:15]([C:18]3[CH:23]=[CH:22][C:21]([F:24])=[CH:20][CH:19]=3)(=[O:17])=[O:16])=[CH:12][CH:11]=[C:10]([O:25][C:26]3[CH:31]=[CH:30][C:29]([C:32]#[N:33])=[CH:28][CH:27]=3)[N:9]=2)=[CH:5][CH:4]=1)#[N:2]. Product: [CH2:6]([O:7][C:1]([C:3]1[CH:35]=[CH:34][C:6]([O:7][C:8]2[C:13]([NH:14][S:15]([C:18]3[CH:23]=[CH:22][C:21]([F:24])=[CH:20][CH:19]=3)(=[O:17])=[O:16])=[CH:12][CH:11]=[C:10]([O:25][C:26]3[CH:31]=[CH:30][C:29]([C:32]([O:25][CH2:10][CH3:11])=[NH:33])=[CH:28][CH:27]=3)[N:9]=2)=[CH:5][CH:4]=1)=[NH:2])[CH3:5]. The catalyst class is: 8. (4) Reactant: C1C=CC(P(N=[N+]=[N-])(C2C=CC=CC=2)=[O:8])=CC=1.[C:18]1([CH3:36])[CH:23]=[CH:22][C:21]([N:24]2[C:28](C(O)=O)=[CH:27][C:26]([Si:32]([CH3:35])([CH3:34])[CH3:33])=[N:25]2)=[CH:20][CH:19]=1.C([N:39]([CH2:42]C)CC)C.[Cl:44][C:45]1[C:51]([Cl:52])=[C:50]([O:53][C:54]2[CH:59]=[CH:58][N:57]=[C:56]([Cl:60])[N:55]=2)[CH:49]=[CH:48][C:46]=1[NH2:47]. Product: [Cl:44][C:45]1[C:51]([Cl:52])=[C:50]([O:53][C:54]2[CH:59]=[CH:58][N:57]=[C:56]([Cl:60])[N:55]=2)[CH:49]=[CH:48][C:46]=1[NH:47][C:42]([NH:39][C:28]1[N:24]([C:21]2[CH:20]=[CH:19][C:18]([CH3:36])=[CH:23][CH:22]=2)[N:25]=[C:26]([Si:32]([CH3:33])([CH3:34])[CH3:35])[CH:27]=1)=[O:8]. The catalyst class is: 18. (5) Reactant: Br[C:2]1[N:6]2[N:7]=[C:8]([Cl:11])[CH:9]=[CH:10][C:5]2=[N:4][CH:3]=1.[CH3:12][N:13]1[C:21]2[C:16](=[CH:17][C:18]([CH:22]=[O:23])=[CH:19][CH:20]=2)[CH:15]=[N:14]1. Product: [Cl:11][C:8]1[CH:9]=[CH:10][C:5]2[N:6]([C:2]([CH:22]([C:18]3[CH:17]=[C:16]4[C:21](=[CH:20][CH:19]=3)[N:13]([CH3:12])[N:14]=[CH:15]4)[OH:23])=[CH:3][N:4]=2)[N:7]=1. The catalyst class is: 1. (6) Reactant: [F:1][C:2]1[CH:3]=[C:4]([N:10]2[CH:14]=[C:13]([C:15]#[N:16])[CH:12]=[N:11]2)[CH:5]=[CH:6][C:7]=1[O:8]C.C(S)CCCCCCCCCCC.[Cl-].[Cl-].[Cl-].[Al+3].Cl. Product: [F:1][C:2]1[CH:3]=[C:4]([N:10]2[CH:14]=[C:13]([C:15]#[N:16])[CH:12]=[N:11]2)[CH:5]=[CH:6][C:7]=1[OH:8]. The catalyst class is: 11. (7) Reactant: [Cl-].COC[P+]([C:8]1[CH:9]=[CH:10]C=[CH:6][CH:7]=1)([C:8]1[CH:9]=[CH:10]C=[CH:6][CH:7]=1)[C:6]1C=[CH:10][CH:9]=[CH:8][CH:7]=1.[H-].[Na+].C(O[C:34]1[CH:39]=[CH:38][C:37]([CH:40]2[CH2:45][CH2:44][C:43](=O)[CH2:42][CH2:41]2)=[CH:36][CH:35]=1)C1C=CC=CC=1.[Cl-].[NH4+:48].[C:49]([O:52][CH2:53]C)(=[O:51])[CH3:50]. Product: [NH2:48][C:34]1[CH:35]=[CH:36][C:37]([CH:40]2[CH2:41][CH2:42][C:43]3([CH2:10][CH2:9][CH:8]([CH2:50][C:49]([O:52][CH3:53])=[O:51])[CH2:7][CH2:6]3)[CH2:44][CH2:45]2)=[CH:38][CH:39]=1. The catalyst class is: 1.